From a dataset of Forward reaction prediction with 1.9M reactions from USPTO patents (1976-2016). Predict the product of the given reaction. (1) The product is: [F:1][C:2]1[CH:3]=[CH:4][C:5]([CH:6]2[CH:26]([C:25]3[N:21]([CH3:20])[N:22]=[CH:23][N:24]=3)[C:29](=[O:28])[C:30]3[C:13]([C:12]([O:11][CH2:10][CH3:9])=[O:17])=[CH:14][CH:15]=[CH:16][C:8]=3[NH:7]2)=[CH:18][CH:19]=1. Given the reactants [F:1][C:2]1[CH:19]=[CH:18][C:5]([CH:6]=[N:7][C:8]2[CH:16]=[CH:15][CH:14]=[C:13]3[C:9]=2[CH2:10][O:11][C:12]3=[O:17])=[CH:4][CH:3]=1.[CH3:20][N:21]1[C:25]([CH:26]=O)=[N:24][CH:23]=[N:22]1.[O-:28][CH2:29][CH3:30].[Na+], predict the reaction product. (2) Given the reactants [F:1][C:2]1[CH:7]=[CH:6][C:5]([CH:8]([OH:26])[CH2:9][CH2:10][CH2:11][C:12]([N:14]2[CH:18]([C:19]3[CH:24]=[CH:23][CH:22]=[CH:21][CH:20]=3)[CH2:17][O:16][C:15]2=[O:25])=[O:13])=[CH:4][CH:3]=1.[Si:27](Cl)([C:30]([CH3:33])([CH3:32])[CH3:31])([CH3:29])[CH3:28].N1C=CN=C1, predict the reaction product. The product is: [Si:27]([O:26][CH:8]([C:5]1[CH:6]=[CH:7][C:2]([F:1])=[CH:3][CH:4]=1)[CH2:9][CH2:10][CH2:11][C:12]([N:14]1[CH:18]([C:19]2[CH:20]=[CH:21][CH:22]=[CH:23][CH:24]=2)[CH2:17][O:16][C:15]1=[O:25])=[O:13])([C:30]([CH3:33])([CH3:32])[CH3:31])([CH3:29])[CH3:28]. (3) Given the reactants [CH2:1]([C:4]1[C:12]2[O:11][N:10]=[C:9]([C:13]([F:16])([F:15])[F:14])[C:8]=2[CH:7]=[CH:6][C:5]=1[O:17][CH2:18][CH2:19][CH2:20]Br)[CH2:2][CH3:3].[CH3:22][NH2:23], predict the reaction product. The product is: [CH2:1]([C:4]1[C:12]2[O:11][N:10]=[C:9]([C:13]([F:16])([F:15])[F:14])[C:8]=2[CH:7]=[CH:6][C:5]=1[O:17][CH2:18][CH2:19][CH2:20][NH:23][CH3:22])[CH2:2][CH3:3]. (4) Given the reactants [Si]([O:8][CH2:9][C:10]1[N:11]([C:15]2[CH:19]=[CH:18][N:17]([S:20]([C:23]3[CH:29]=[CH:28][C:26]([CH3:27])=[CH:25][CH:24]=3)(=[O:22])=[O:21])[C:16]=2[C:30]([C:32]2[CH:37]=[CH:36][C:35]([C:38]([F:41])([F:40])[F:39])=[CH:34][C:33]=2[O:42][CH3:43])=[O:31])[CH:12]=[CH:13][CH:14]=1)(C(C)(C)C)(C)C.CCCC[N+](CCCC)(CCCC)CCCC.[F-], predict the reaction product. The product is: [OH:8][CH2:9][C:10]1[N:11]([C:15]2[CH:19]=[CH:18][N:17]([S:20]([C:23]3[CH:29]=[CH:28][C:26]([CH3:27])=[CH:25][CH:24]=3)(=[O:21])=[O:22])[C:16]=2[C:30]([C:32]2[CH:37]=[CH:36][C:35]([C:38]([F:41])([F:39])[F:40])=[CH:34][C:33]=2[O:42][CH3:43])=[O:31])[CH:12]=[CH:13][CH:14]=1.